This data is from Full USPTO retrosynthesis dataset with 1.9M reactions from patents (1976-2016). The task is: Predict the reactants needed to synthesize the given product. (1) Given the product [CH3:1][C:2]1[C:6]([CH3:7])=[C:5]([C:8]2[C:17]([CH3:18])=[CH:16][C:15]([CH3:19])=[C:10]([CH:9]=2)[C:11]([O:13][CH3:14])=[O:12])[NH:4][N:3]=1, predict the reactants needed to synthesize it. The reactants are: [CH3:1][C:2]1[C:6]([CH3:7])=[C:5]([C:8]2[CH:9]=[C:10]([CH:15]=[CH:16][C:17]=2[CH3:18])[C:11]([O:13][CH3:14])=[O:12])[NH:4][N:3]=1.[CH3:19]C1C=C(C)C(B2OC(C)(C)C(C)(C)O2)=CC=1C(OC)=O.CC1C=CC(C(OC)=O)=CC=1B1OC(C)(C)C(C)(C)O1. (2) Given the product [F:8][C:2]([F:9])([CH:17]([OH:18])[C:16]1[CH:15]=[CH:14][C:13]([N+:10]([O-:12])=[O:11])=[CH:20][CH:19]=1)[C:3]([O:5][CH2:6][CH3:7])=[O:4], predict the reactants needed to synthesize it. The reactants are: Br[C:2]([F:9])([F:8])[C:3]([O:5][CH2:6][CH3:7])=[O:4].[N+:10]([C:13]1[CH:20]=[CH:19][C:16]([CH:17]=[O:18])=[CH:15][CH:14]=1)([O-:12])=[O:11].S([O-])(O)(=O)=O.[Na+].